From a dataset of Reaction yield outcomes from USPTO patents with 853,638 reactions. Predict the reaction yield, written as a fraction of the theoretical maximum amount of product (1.0 means a 100% yield; for example, 0.34 means a 34% yield). (1) The reactants are [F:1][C:2]1[CH:27]=[CH:26][CH:25]=[C:24]([F:28])[C:3]=1[C:4]([N:6]1[C:11](=[O:12])[N:10]([C:13]2[CH:18]=[CH:17][C:16]([S:19][CH:20]([F:22])[F:21])=[CH:15][C:14]=2[F:23])[CH2:9][O:8][CH2:7]1)=[O:5].C1C=C(Cl)C=C(C(OO)=[O:37])C=1. The catalyst is C(Cl)(Cl)Cl. The product is [F:1][C:2]1[CH:27]=[CH:26][CH:25]=[C:24]([F:28])[C:3]=1[C:4]([N:6]1[C:11](=[O:12])[N:10]([C:13]2[CH:18]=[CH:17][C:16]([S:19]([CH:20]([F:22])[F:21])=[O:37])=[CH:15][C:14]=2[F:23])[CH2:9][O:8][CH2:7]1)=[O:5]. The yield is 0.630. (2) The reactants are [C:1]1([C@@H:7]([NH:19][C:20]2[CH:25]=[CH:24][CH:23]=[CH:22][CH:21]=2)[C:8]([O:10][C@@H:11]2[CH:16]3[CH2:17][CH2:18][N:13]([CH2:14][CH2:15]3)[CH2:12]2)=[O:9])[CH:6]=[CH:5][CH:4]=[CH:3][CH:2]=1.[Br:26][CH2:27][C:28]([C:30]1[CH:39]=[CH:38][C:37]2[C:32](=[CH:33][CH:34]=[CH:35][CH:36]=2)[CH:31]=1)=[O:29]. The catalyst is C(#N)C. The product is [Br-:26].[CH:31]1[C:32]2[C:37](=[CH:36][CH:35]=[CH:34][CH:33]=2)[CH:38]=[CH:39][C:30]=1[C:28](=[O:29])[CH2:27][N+:13]12[CH2:14][CH2:15][CH:16]([CH2:17][CH2:18]1)[C@@H:11]([O:10][C:8](=[O:9])[C@@H:7]([C:1]1[CH:2]=[CH:3][CH:4]=[CH:5][CH:6]=1)[NH:19][C:20]1[CH:25]=[CH:24][CH:23]=[CH:22][CH:21]=1)[CH2:12]2. The yield is 0.930. (3) The reactants are [N:1]([CH2:4][CH:5]1[NH:10][C:9]2[C:11](Br)=[CH:12][C:13]([F:15])=[CH:14][C:8]=2[O:7][CH2:6]1)=[N+:2]=[N-:3].[CH3:17][O:18][C:19]1[CH:24]=[CH:23][C:22](B(O)O)=[C:21]([CH3:28])[CH:20]=1. No catalyst specified. The product is [N:1]([CH2:4][CH:5]1[NH:10][C:9]2[C:11]([C:22]3[CH:23]=[CH:24][C:19]([O:18][CH3:17])=[CH:20][C:21]=3[CH3:28])=[CH:12][C:13]([F:15])=[CH:14][C:8]=2[O:7][CH2:6]1)=[N+:2]=[N-:3]. The yield is 0.630. (4) The reactants are C(OC(=O)[NH:10][CH2:11][CH2:12][CH2:13][CH2:14][C:15]1[CH:20]=[CH:19][C:18]([O:21][CH2:22][CH2:23][N:24]([CH3:26])[CH3:25])=[CH:17][CH:16]=1)C1C=CC=CC=1. The catalyst is [Pd].CO. The product is [CH3:26][N:24]([CH3:25])[CH2:23][CH2:22][O:21][C:18]1[CH:19]=[CH:20][C:15]([CH2:14][CH2:13][CH2:12][CH2:11][NH2:10])=[CH:16][CH:17]=1. The yield is 0.770. (5) The reactants are Cl.Cl.[Cl:3][C:4]1[CH:12]=[C:11]2[C:7]([C:8]([C:19]([N:21]3[CH2:26][CH2:25][C:24]4([C:34]5[C:29](=[N:30][CH:31]=[CH:32][CH:33]=5)[CH2:28][O:27]4)[CH2:23][CH2:22]3)=[O:20])=[CH:9][N:10]2[CH2:13][C@@H:14]2[CH2:18][CH2:17][CH2:16][NH:15]2)=[CH:6][CH:5]=1.[CH2:35](N(CC)CC)C.C=O.C([BH3-])#N.[Na+]. The catalyst is CO. The product is [Cl:3][C:4]1[CH:12]=[C:11]2[C:7]([C:8]([C:19]([N:21]3[CH2:26][CH2:25][C:24]4([C:34]5[C:29](=[N:30][CH:31]=[CH:32][CH:33]=5)[CH2:28][O:27]4)[CH2:23][CH2:22]3)=[O:20])=[CH:9][N:10]2[CH2:13][C@@H:14]2[CH2:18][CH2:17][CH2:16][N:15]2[CH3:35])=[CH:6][CH:5]=1. The yield is 0.770. (6) The reactants are [CH3:1][C:2]([O:5][C:6]([NH:8][C@@H:9]([CH2:13][CH:14]=[CH2:15])[C:10]([OH:12])=O)=[O:7])([CH3:4])[CH3:3].C(Cl)CCl.C[CH:21]=[CH:22][CH2:23][NH2:24]. The catalyst is CN(C1C=CN=CC=1)C. The product is [CH2:23]([NH:24][C:10]([C@@H:9]([NH:8][C:6](=[O:7])[O:5][C:2]([CH3:1])([CH3:3])[CH3:4])[CH2:13][CH:14]=[CH2:15])=[O:12])[CH:22]=[CH2:21]. The yield is 0.280. (7) The reactants are C1([NH:7][C:8]([C:10]2[C:11](=[O:30])[N:12]([CH2:22][C:23]3[CH:28]=[CH:27][C:26]([F:29])=[CH:25][CH:24]=3)[C:13]3[C:18]([C:19]=2O)=[CH:17][C:16]([F:21])=[CH:15][CH:14]=3)=O)CCCCC1.P(Cl)(Cl)([Cl:33])=O. No catalyst specified. The product is [Cl:33][C:19]1[C:18]2[C:13](=[CH:14][CH:15]=[C:16]([F:21])[CH:17]=2)[N:12]([CH2:22][C:23]2[CH:28]=[CH:27][C:26]([F:29])=[CH:25][CH:24]=2)[C:11](=[O:30])[C:10]=1[C:8]#[N:7]. The yield is 0.500.